This data is from Forward reaction prediction with 1.9M reactions from USPTO patents (1976-2016). The task is: Predict the product of the given reaction. (1) Given the reactants [CH2:1]([C:3]([C:19]1[CH:20]=[C:21](/[CH:25]=[CH:26]/[C:27]([O:29]CC)=[O:28])[CH:22]=[CH:23][CH:24]=1)=[C:4]([C:12]1[CH:17]=[CH:16][C:15]([OH:18])=[CH:14][CH:13]=1)[C:5]1[CH:10]=[CH:9][C:8]([OH:11])=[CH:7][CH:6]=1)[CH3:2].[OH-].[Na+].Cl, predict the reaction product. The product is: [CH2:1]([C:3]([C:19]1[CH:20]=[C:21](/[CH:25]=[CH:26]/[C:27]([OH:29])=[O:28])[CH:22]=[CH:23][CH:24]=1)=[C:4]([C:5]1[CH:10]=[CH:9][C:8]([OH:11])=[CH:7][CH:6]=1)[C:12]1[CH:13]=[CH:14][C:15]([OH:18])=[CH:16][CH:17]=1)[CH3:2]. (2) Given the reactants [F:1][C:2]1[CH:7]=[CH:6][C:5]([N:8]2[C:11](=[O:12])[C@H:10]([S:13][CH2:14][CH:15]([C:17]3[CH:22]=[CH:21][C:20]([F:23])=[CH:19][CH:18]=3)[OH:16])[C@H:9]2[C:24]2[CH:44]=[CH:43][C:27]([O:28][CH2:29][C:30]([NH:32][C@H:33]([C:37]3[CH:42]=[CH:41][CH:40]=[CH:39][CH:38]=3)[C:34](O)=[O:35])=[O:31])=[CH:26][CH:25]=2)=[CH:4][CH:3]=1.Cl.C(OC([NH:53][CH2:54][CH2:55][CH2:56][CH2:57][C@H:58]([C:60]([O:62]C(C)(C)C)=[O:61])[NH2:59])=O)(C)(C)C.CN1CCOCC1.CN(C(ON1N=NC2C=CC=CC1=2)=[N+](C)C)C.[B-](F)(F)(F)F, predict the reaction product. The product is: [F:1][C:2]1[CH:3]=[CH:4][C:5]([N:8]2[C:11](=[O:12])[C@H:10]([S:13][CH2:14][CH:15]([C:17]3[CH:18]=[CH:19][C:20]([F:23])=[CH:21][CH:22]=3)[OH:16])[C@H:9]2[C:24]2[CH:44]=[CH:43][C:27]([O:28][CH2:29][C:30]([NH:32][C@H:33]([C:37]3[CH:42]=[CH:41][CH:40]=[CH:39][CH:38]=3)[C:34]([NH:59][C@@H:58]([C:60]([OH:62])=[O:61])[CH2:57][CH2:56][CH2:55][CH2:54][NH2:53])=[O:35])=[O:31])=[CH:26][CH:25]=2)=[CH:6][CH:7]=1. (3) Given the reactants [Cl:1][C:2]1[CH:3]=[C:4]2[C:9](=[CH:10][CH:11]=1)[NH:8][C:7](=O)[CH:6]=[C:5]2[O:13][CH3:14].CN(C)C1C=CC=CC=1.P(Cl)(Cl)([Cl:26])=O, predict the reaction product. The product is: [Cl:26][C:7]1[CH:6]=[C:5]([O:13][CH3:14])[C:4]2[C:9](=[CH:10][CH:11]=[C:2]([Cl:1])[CH:3]=2)[N:8]=1. (4) Given the reactants [S:1]1[CH:5]=[CH:4][C:3]2[C:6]([C:10](=[O:12])[CH3:11])=[CH:7][CH:8]=[CH:9][C:2]1=2.[Br:13]C1C2C=CSC=2C=CC=1.C(OCCCC)=C, predict the reaction product. The product is: [S:1]1[CH:5]=[CH:4][C:3]2[C:6]([C:10](=[O:12])[CH2:11][Br:13])=[CH:7][CH:8]=[CH:9][C:2]1=2. (5) Given the reactants C(C(O)=O)(F)(F)F.C([O:12][C:13](=[O:41])[CH2:14][N:15]([S:23]([C:26]1[CH:35]=[C:34]2[C:29]([C:30]([Cl:40])=[CH:31][N:32]=[C:33]2[NH:36][C:37]([NH2:39])=[NH:38])=[CH:28][CH:27]=1)(=[O:25])=[O:24])[CH2:16][C:17]1[CH:22]=[CH:21][N:20]=[CH:19][CH:18]=1)(C)(C)C, predict the reaction product. The product is: [ClH:40].[ClH:40].[Cl:40][C:30]1[C:29]2[C:34](=[CH:35][C:26]([S:23]([N:15]([CH2:16][C:17]3[CH:22]=[CH:21][N:20]=[CH:19][CH:18]=3)[CH2:14][C:13]([OH:41])=[O:12])(=[O:24])=[O:25])=[CH:27][CH:28]=2)[C:33]([NH:36][C:37]([NH2:39])=[NH:38])=[N:32][CH:31]=1. (6) Given the reactants [C:1]1(=[O:7])[O:6][C:4](=[O:5])[CH:3]=[CH:2]1.[CH2:8]1[CH:12]2[C@@H]3[CH:10]=[CH:9][C@H:8](C2[CH:10]=[CH:9]1)[CH2:12]3.[OH-].[K+:19], predict the reaction product. The product is: [C:2]12([C:1]([OH:6])=[O:7])[CH2:12][CH:8]([CH2:9][CH2:10]1)[CH:4]=[CH:3]2.[OH-:5].[K+:19].